Dataset: Catalyst prediction with 721,799 reactions and 888 catalyst types from USPTO. Task: Predict which catalyst facilitates the given reaction. (1) Reactant: C[Si](I)(C)C.[CH3:6][O:7][C:8]1[CH:13]=[C:12]([O:14]C)[CH:11]=[CH:10][C:9]=1[C:16]1[C:21]([CH3:22])=[CH:20][N:19]=[N:18][C:17]=1[CH3:23]. Product: [CH3:23][C:17]1[N:18]=[N:19][CH:20]=[C:21]([CH3:22])[C:16]=1[C:9]1[CH:10]=[CH:11][C:12]([OH:14])=[CH:13][C:8]=1[O:7][CH3:6]. The catalyst class is: 382. (2) Reactant: CS(O[C@H:6]1[CH2:11][CH2:10][C@H:9]([NH:12][C:13]2[CH:18]=[C:17]([C:19]3[C:20]([Cl:33])=[N:21][CH:22]=[C:23]([NH:25][CH2:26][CH:27]4[CH2:32][CH2:31][O:30][CH2:29][CH2:28]4)[CH:24]=3)[C:16]([Cl:34])=[CH:15][N:14]=2)[CH2:8][CH2:7]1)(=O)=O.C(O)(C)(C)C.[CH3:40][O:41][CH2:42][CH2:43][NH:44][CH3:45]. Product: [Cl:33][C:20]1[C:19]([C:17]2[C:16]([Cl:34])=[CH:15][N:14]=[C:13]([NH:12][C@H:9]3[CH2:8][CH2:7][C@H:6]([N:44]([CH2:43][CH2:42][O:41][CH3:40])[CH3:45])[CH2:11][CH2:10]3)[CH:18]=2)=[CH:24][C:23]([NH:25][CH2:26][CH:27]2[CH2:28][CH2:29][O:30][CH2:31][CH2:32]2)=[CH:22][N:21]=1. The catalyst class is: 13. (3) Reactant: [NH:1]1[C:9]2[C:4](=[CH:5][CH:6]=[CH:7][CH:8]=2)[C:3]([CH:10]=[CH:11][C:12]2[CH:22]=[CH:21][CH:20]=[CH:19][C:13]=2/[C:14](/[NH:17][OH:18])=[N:15]\[H])=[N:2]1.C(N(C(C)C)CC)(C)C.[CH2:32]([CH:34](C(Cl)=O)[C:35](Cl)=[O:36])C.C(=O)([O-])[O-].[K+].[K+].[H-].C([Al+]CC(C)C)C(C)C.[C@H](O)(C([O-])=O)[C@@H](O)C([O-])=O.[Na+].[K+]. Product: [NH:1]1[C:9]2[C:4](=[CH:5][CH:6]=[CH:7][CH:8]=2)[C:3](/[CH:10]=[CH:11]/[C:12]2[CH:22]=[CH:21][CH:20]=[CH:19][C:13]=2[C:14]2[N:15]=[C:32]([CH2:34][CH2:35][OH:36])[O:18][N:17]=2)=[N:2]1. The catalyst class is: 278.